Binary Classification. Given a miRNA mature sequence and a target amino acid sequence, predict their likelihood of interaction. From a dataset of Experimentally validated miRNA-target interactions with 360,000+ pairs, plus equal number of negative samples. (1) The miRNA is mmu-miR-466k with sequence UGUGUGUGUACAUGUACAUGUGA. The protein sequence of the target gene is MGSEKEQRPEAHLPEEGEGAKPWRVDGSKDSQITPREDHGQESLLAGLHGTHPPKTRQKVTAQAGGPGDPMLFSSPETDEKLFICAQCGKTFNNTSNLRTHQRIHTGEKPYKCSECGKSFSRSSNRIRHERIHLEEKHYQCAKCQESFRRRSDLTTHQQDHLGQRPYRCDICGKSFTQSSTLAVHHRTHLEPAPYICCECGKSFSNSSSFGVHHRTHTGERPYECTECGRTFSDISNFGAHQRTHRGEKPYRCTLCGKHFSRSSNLIRHQKTHLGEQDEKDFS. Result: 1 (interaction). (2) The miRNA is hsa-miR-655-5p with sequence AGAGGUUAUCCGUGUUAUGUUC. The protein sequence of the target gene is MGRAREVGWMAAGLMIGAGACYCVYKLTIGRDDSEKLEEEGEEEWDDDQELDEEEPDIWFDFETMARPWTEDGDWTEPGAPGGTEDRPSGGGKANRAHPIKQRPFPYEHKNTWSAQNCKNGSCVLDLSKCLFIQGKLLFAEPKDAGFPFSQDINSHLASLSMARNTSPTPDPTVREALCAPDNLNASIESQGQIKMYINEVCRETVSRCCNSFLQQAGLNLLISMTVINNMLAKSASDLKFPLISEGSGCAKVQVLKPLMGLSEKPVLAGELVGAQMLFSFMSLFIRNGNREILLETPAP.... Result: 1 (interaction). (3) The miRNA is hsa-miR-4492 with sequence GGGGCUGGGCGCGCGCC. The protein sequence of the target gene is MARMGLAGAAGRWWGLALGLTAFFLPGVHSQVVQVNDSMYGFIGTDVVLHCSFANPLPSVKITQVTWQKSTNGSKQNVAIYNPSMGVSVLAPYRERVEFLRPSFTDGTIRLSRLELEDEGVYICEFATFPTGNRESQLNLTVMAKPTNWIEGTQAVLRAKKGQDDKVLVATCTSANGKPPSVVSWETRLKGEAEYQEIRNPNGTVTVISRYRLVPSREAHQQSLACIVNYHMDRFKESLTLNVQYEPEVTIEGFDGNWYLQRMDVKLTCKADANPPATEYHWTTLNGSLPKGVEAQNRTL.... Result: 1 (interaction). (4) The miRNA is hsa-miR-6785-5p with sequence UGGGAGGGCGUGGAUGAUGGUG. The protein sequence of the target gene is MNSPGGRGKKKGSGGASNPVPPRPPPPCLAPAPPAAGPAPPPESPHKRNLYYFSYPLFVGFALLRLVAFHLGLLFVWLCQRFSRALMAAKRSSGAAPAPASASAPAPVPGGEAERVRVFHKQAFEYISIALRIDEDEKAGQKEQAVEWYKKGIEELEKGIAVIVTGQGEQCERARRLQAKMMTNLVMAKDRLQLLEKMQPVLPFSKSQTDVYNDSTNLACRNGHLQSESGAVPKRKDPLTHTSNSLPRSKTVMKTGSAGLSGHHRAPSYSGLSMVSGVKQGSGPAPTTHKGTPKTNRTNK.... Result: 1 (interaction). (5) The miRNA is hsa-miR-4747-5p with sequence AGGGAAGGAGGCUUGGUCUUAG. The protein sequence of the target gene is MACSEFSFHMPSLEELAEVLQKGLTDNFADVQVSVVDCPDLTKEPFTFPVRGICGQTRIAEVGGVPYLLPLVNKKKVYDLNEIAKVIKLPGAFILGAGAGPFQTLGFNSEFMPIVQTASEHNQPVNGSYFAHKNPADGACLLEKYSQKYHDFGCALLANLFASEGQPGKVIEVQAKRRTGELNFVSCMRQTLEEHYGDKPVGMGGTFIVQKGKVKAHIMPAEFSSCPLNSDEAVNKWLHFYEMKAPLVCLPVFVSKDPGLDLRLEHTHFFSHHGEGGHYHYDTTPDTVEYLGYFSPAQFL.... Result: 0 (no interaction).